This data is from Forward reaction prediction with 1.9M reactions from USPTO patents (1976-2016). The task is: Predict the product of the given reaction. Given the reactants [F:1][C:2]1[CH:7]=[C:6]([O:8][CH2:9][C:10]([OH:13])([CH3:12])[CH3:11])[CH:5]=[C:4]([F:14])[C:3]=1[C:15]1[N:20]=[C:19]([C:21]([O:23][CH3:24])=[O:22])[CH:18]=[CH:17][C:16]=1[F:25].[H-].[Na+].[CH3:28]I, predict the reaction product. The product is: [F:1][C:2]1[CH:7]=[C:6]([O:8][CH2:9][C:10]([O:13][CH3:28])([CH3:11])[CH3:12])[CH:5]=[C:4]([F:14])[C:3]=1[C:15]1[N:20]=[C:19]([C:21]([O:23][CH3:24])=[O:22])[CH:18]=[CH:17][C:16]=1[F:25].